Dataset: Forward reaction prediction with 1.9M reactions from USPTO patents (1976-2016). Task: Predict the product of the given reaction. (1) Given the reactants [CH:1]1([S:4]([N:7]2[CH:11]=[C:10](B3OC(C)(C)C(C)(C)O3)[CH:9]=[N:8]2)(=[O:6])=[O:5])[CH2:3][CH2:2]1.Cl[C:22]1[N:27]=[C:26]([NH:28][C:29]2[N:34]=[CH:33][C:32]3[N:35]=[C:36]([CH3:41])[N:37]([CH:38]([CH3:40])[CH3:39])[C:31]=3[CH:30]=2)[CH:25]=[CH:24][N:23]=1.C([O-])([O-])=O.[Na+].[Na+], predict the reaction product. The product is: [CH:1]1([S:4]([N:7]2[CH:11]=[C:10]([C:22]3[N:27]=[C:26]([NH:28][C:29]4[N:34]=[CH:33][C:32]5[N:35]=[C:36]([CH3:41])[N:37]([CH:38]([CH3:39])[CH3:40])[C:31]=5[CH:30]=4)[CH:25]=[CH:24][N:23]=3)[CH:9]=[N:8]2)(=[O:5])=[O:6])[CH2:2][CH2:3]1. (2) Given the reactants [CH3:1][S:2]([OH:4])=[O:3].Br[C:6]1[CH:7]=[CH:8]C=[CH:10][CH:11]=1.CC1(C)C(C)(C)OB([C:20]2[CH:25]=[CH:24][C:23]([N+:26]([O-:28])=[O:27])=[CH:22][C:21]=2[CH3:29])O1.[C:31](=O)([O-])[O-].[Cs+].[Cs+], predict the reaction product. The product is: [CH3:31][O:3][S:2]([C:1]1[CH:10]=[C:11]([C:20]2[CH:25]=[CH:24][C:23]([N+:26]([O-:28])=[O:27])=[CH:22][C:21]=2[CH3:29])[CH:6]=[CH:7][CH:8]=1)=[O:4]. (3) Given the reactants [CH:1]1([N:6]=[C:7]=[O:8])[CH2:5][CH2:4][CH2:3][CH2:2]1.C(N(CC)CC)C.[ClH:16].Cl.[NH2:18][C:19]1[CH:24]=[CH:23][C:22]([C:25]2[CH:30]=[CH:29][C:28]([NH:31][C:32]([C@@H:34]3[CH:39]4[CH2:40][CH2:41][N:36]([CH2:37][CH2:38]4)[CH2:35]3)=[O:33])=[CH:27][CH:26]=2)=[CH:21][CH:20]=1.O, predict the reaction product. The product is: [ClH:16].[CH:1]1([NH:6][C:7]([NH:18][C:19]2[CH:24]=[CH:23][C:22]([C:25]3[CH:26]=[CH:27][C:28]([NH:31][C:32]([C@@H:34]4[CH:39]5[CH2:38][CH2:37][N:36]([CH2:41][CH2:40]5)[CH2:35]4)=[O:33])=[CH:29][CH:30]=3)=[CH:21][CH:20]=2)=[O:8])[CH2:5][CH2:4][CH2:3][CH2:2]1. (4) Given the reactants Cl.[CH3:2][C:3]1[CH:8]=[C:7]([CH3:9])[CH:6]=[CH:5][C:4]=1[N:10]1[CH2:15][CH2:14][NH:13][CH2:12][C:11]1=[O:16].[Br:17][C:18]1[CH:26]=[CH:25][C:21]([C:22](O)=[O:23])=[C:20]([S:27]([CH3:30])(=[O:29])=[O:28])[CH:19]=1.O.[Cl-].COC1N=C(OC)N=C([N+]2(C)CCOCC2)N=1.CN1CCOCC1, predict the reaction product. The product is: [Br:17][C:18]1[CH:26]=[CH:25][C:21]([C:22]([N:13]2[CH2:14][CH2:15][N:10]([C:4]3[CH:5]=[CH:6][C:7]([CH3:9])=[CH:8][C:3]=3[CH3:2])[C:11](=[O:16])[CH2:12]2)=[O:23])=[C:20]([S:27]([CH3:30])(=[O:29])=[O:28])[CH:19]=1. (5) Given the reactants [C:1](=[O:4])([O-])[O-:2].[Na+].[Na+].[C:7]([O:11][C:12](=[O:21])[NH:13][C:14]1[CH:19]=[CH:18][C:17](Br)=[CH:16][CH:15]=1)([CH3:10])([CH3:9])[CH3:8].O1[CH2:27][CH2:26]OCC1, predict the reaction product. The product is: [CH3:12][N:13]1[C:14]2[CH:19]=[C:18]([C:17]3[CH:18]=[CH:19][C:14]([NH:13][C:12](=[O:21])[O:11][C:7]([CH3:10])([CH3:9])[CH3:8])=[CH:15][CH:16]=3)[C:26]([CH3:27])=[CH:16][C:15]=2[O:2][C:1]1=[O:4]. (6) Given the reactants [NH2:1][C:2]1[CH:3]=[CH:4][C:5]([Cl:9])=[C:6]([OH:8])[CH:7]=1.Br[CH:11]([CH3:13])[CH3:12].C([O-])([O-])=O.[K+].[K+], predict the reaction product. The product is: [Cl:9][C:5]1[CH:4]=[CH:3][C:2]([NH2:1])=[CH:7][C:6]=1[O:8][CH:11]([CH3:13])[CH3:12]. (7) Given the reactants CC([N:5]([C:9]1[CH:13]=[C:12]([CH3:14])[N:11]([CH2:15][C:16]2[CH:21]=[C:20]([Cl:22])[CH:19]=[CH:18][C:17]=2[O:23][CH2:24][CH:25]([CH3:27])[CH3:26])[N:10]=1)[C:6](=O)[O-:7])(C)C.[F:28][C:29]([F:34])([F:33])C(O)=O, predict the reaction product. The product is: [Cl:22][C:20]1[CH:19]=[CH:18][C:17]([O:23][CH2:24][CH:25]([CH3:27])[CH3:26])=[C:16]([CH2:15][N:11]2[C:12]([CH3:14])=[CH:13][C:9]([NH:5][C:6](=[O:7])[C:29]([F:34])([F:33])[F:28])=[N:10]2)[CH:21]=1. (8) Given the reactants [C:1]1([CH3:15])[CH:6]=[C:5]([CH3:7])[CH:4]=[C:3]([CH3:8])[C:2]=1[C:9](=[C:13]=[O:14])[C:10](Cl)=[O:11].C[Si](C)(C)[O:18][C:19]([CH2:21][CH2:22][CH2:23][S:24][C:25]1[CH:30]=[CH:29][C:28]([C:31]([F:34])([F:33])[F:32])=[CH:27][CH:26]=1)=[CH2:20], predict the reaction product. The product is: [OH:14][C:13]1[CH:20]=[C:19]([CH2:21][CH2:22][CH2:23][S:24][C:25]2[CH:30]=[CH:29][C:28]([C:31]([F:34])([F:33])[F:32])=[CH:27][CH:26]=2)[O:18][C:10](=[O:11])[C:9]=1[C:2]1[C:3]([CH3:8])=[CH:4][C:5]([CH3:7])=[CH:6][C:1]=1[CH3:15]. (9) Given the reactants [Br:1][C:2]1[C:12]([O:13][CH2:14][C:15]([CH3:17])=O)=[C:11]([Br:18])[CH:10]=[CH:9][C:3]=1[C:4]([O:6][CH2:7][CH3:8])=[O:5].BrC1C(O)=C(Br)C=CC=1C(OCC)=O.ClCC(=O)C.C([O-])([O-])=O.[Na+].[Na+].Cl.[CH2:45]([O:47][NH2:48])[CH3:46], predict the reaction product. The product is: [Br:1][C:2]1[C:12]([O:13][CH2:14][C:15](=[N:48][O:47][CH2:45][CH3:46])[CH3:17])=[C:11]([Br:18])[CH:10]=[CH:9][C:3]=1[C:4]([O:6][CH2:7][CH3:8])=[O:5].